The task is: Predict the reaction yield, written as a fraction of the theoretical maximum amount of product (1.0 means a 100% yield; for example, 0.34 means a 34% yield).. This data is from Reaction yield outcomes from USPTO patents with 853,638 reactions. (1) The product is [CH3:1][C:2]1[CH:3]=[C:4]([C:8]2[CH:9]=[C:10]([C:11]([F:14])([F:13])[F:12])[N:19]3[N:20]=[CH:21][C:22]([C:23]#[N:24])=[C:18]3[N:17]=2)[CH:5]=[CH:6][CH:7]=1. No catalyst specified. The reactants are [CH3:1][C:2]1[CH:3]=[C:4]([C:8](=O)[CH2:9][C:10](=O)[C:11]([F:14])([F:13])[F:12])[CH:5]=[CH:6][CH:7]=1.[NH2:17][C:18]1[C:22]([C:23]#[N:24])=[CH:21][NH:20][N:19]=1. The yield is 0.540. (2) The reactants are [F:1][C:2]([F:20])([F:19])[C:3]1[CH:8]=[CH:7][C:6]([C:9]2[CH:10]=[C:11]([CH:16]=[CH:17][N:18]=2)[C:12]([O:14][CH3:15])=[O:13])=[CH:5][CH:4]=1. The catalyst is C(O)(=O)C.[Pt](=O)=O. The product is [F:19][C:2]([F:1])([F:20])[C:3]1[CH:4]=[CH:5][C:6]([CH:9]2[CH2:10][CH:11]([C:12]([O:14][CH3:15])=[O:13])[CH2:16][CH2:17][NH:18]2)=[CH:7][CH:8]=1. The yield is 0.990. (3) The reactants are BrC1C=CC(S(O[CH2:12][C@@H:13]2[O:27][C:17]3=[C:18]4[C:23](=[CH:24][CH:25]=[C:16]3[O:15][CH2:14]2)[N:22]=[C:21]([CH3:26])[CH:20]=[CH:19]4)(=O)=O)=CC=1.[CH:28]1[C:37]2[C:32](=[CH:33][CH:34]=[CH:35][CH:36]=2)[CH:31]=[CH:30][C:29]=1[N:38]1[CH2:43][CH2:42][NH:41][CH2:40][CH2:39]1. The catalyst is CS(C)=O.C(=O)(O)[O-].[Na+]. The product is [CH3:26][C:21]1[CH:20]=[CH:19][C:18]2[C:23](=[CH:24][CH:25]=[C:16]3[O:15][CH2:14][C@H:13]([CH2:12][N:41]4[CH2:40][CH2:39][N:38]([C:29]5[CH:30]=[CH:31][C:32]6[C:37](=[CH:36][CH:35]=[CH:34][CH:33]=6)[CH:28]=5)[CH2:43][CH2:42]4)[O:27][C:17]3=2)[N:22]=1. The yield is 0.690. (4) The reactants are [NH2:1][C:2]1[N:6]([C:7]2[C:12]([Cl:13])=[CH:11][CH:10]=[CH:9][C:8]=2[Cl:14])[N:5]=[C:4]([CH:15]([CH3:17])[CH3:16])[C:3]=1[C:18]#[N:19].[OH-:20].[Na+]. The catalyst is OS(O)(=O)=O. The product is [NH2:1][C:2]1[N:6]([C:7]2[C:8]([Cl:14])=[CH:9][CH:10]=[CH:11][C:12]=2[Cl:13])[N:5]=[C:4]([CH:15]([CH3:17])[CH3:16])[C:3]=1[C:18]([NH2:19])=[O:20]. The yield is 0.880. (5) The reactants are C([O:8][C:9]1[CH:14]=[C:13]([O:15]CC2C=CC=CC=2)[C:12]([C:23]([CH3:25])=[CH2:24])=[CH:11][C:10]=1[C:26]([N:28]1[CH2:36][C:35]2[C:30](=[CH:31][CH:32]=[CH:33][C:34]=2[O:37][CH2:38][CH2:39][O:40][CH2:41][CH2:42][O:43][CH3:44])[CH2:29]1)=[O:27])C1C=CC=CC=1. The catalyst is CO.[Pd]. The product is [OH:8][C:9]1[CH:14]=[C:13]([OH:15])[C:12]([CH:23]([CH3:25])[CH3:24])=[CH:11][C:10]=1[C:26]([N:28]1[CH2:36][C:35]2[C:30](=[CH:31][CH:32]=[CH:33][C:34]=2[O:37][CH2:38][CH2:39][O:40][CH2:41][CH2:42][O:43][CH3:44])[CH2:29]1)=[O:27]. The yield is 0.160. (6) The catalyst is Cl.O1CCOCC1. The reactants are [OH:1][C:2]1[CH:3]=[C:4]([CH2:9][C@H:10]([NH:24]C(OC(C)(C)C)=O)[C:11]([O:13][C@H:14]([CH3:23])[C@H:15]([O:17][C:18](=[O:22])[CH:19]([CH3:21])[CH3:20])[CH3:16])=[O:12])[CH:5]=[CH:6][C:7]=1[OH:8]. The product is [NH2:24][C@@H:10]([CH2:9][C:4]1[CH:5]=[CH:6][C:7]([OH:8])=[C:2]([OH:1])[CH:3]=1)[C:11]([O:13][C@H:14]([CH3:23])[C@H:15]([O:17][C:18](=[O:22])[CH:19]([CH3:21])[CH3:20])[CH3:16])=[O:12]. The yield is 0.750.